From a dataset of Full USPTO retrosynthesis dataset with 1.9M reactions from patents (1976-2016). Predict the reactants needed to synthesize the given product. (1) Given the product [Br:1][C:2]1[CH:7]=[CH:6][C:5]([C:8]2[NH:13][C:12](=[O:14])[C:11]3=[C:15]([CH3:16])[N:17]=[C:18]([CH3:19])[N:10]3[N:9]=2)=[CH:4][CH:3]=1, predict the reactants needed to synthesize it. The reactants are: [Br:1][C:2]1[CH:7]=[CH:6][C:5]([C:8]2[NH:13][C:12](=[O:14])[C:11]([CH:15]([NH:17][C:18](=O)[CH3:19])[CH3:16])=[N:10][N:9]=2)=[CH:4][CH:3]=1.P(Cl)(Cl)(Cl)=O. (2) Given the product [ClH:35].[CH2:8]([C:5]1[CH:6]=[CH:7][C:2]2[NH:1][C:23](=[O:24])[N:10]([CH:11]3[CH2:12][CH2:13][N:14]([CH:17]4[CH2:18][CH2:19][O:20][CH2:21][CH2:22]4)[CH2:15][CH2:16]3)[C:3]=2[CH:4]=1)[CH3:9], predict the reactants needed to synthesize it. The reactants are: [NH2:1][C:2]1[CH:7]=[CH:6][C:5]([CH2:8][CH3:9])=[CH:4][C:3]=1[NH:10][CH:11]1[CH2:16][CH2:15][N:14]([CH:17]2[CH2:22][CH2:21][O:20][CH2:19][CH2:18]2)[CH2:13][CH2:12]1.[C:23](N1C=CN=C1)(N1C=CN=C1)=[O:24].[ClH:35].